From a dataset of Forward reaction prediction with 1.9M reactions from USPTO patents (1976-2016). Predict the product of the given reaction. (1) Given the reactants [CH3:1][C:2]1[CH:7]=[CH:6][C:5]([S:8][C:9]2[CH:14]=[CH:13][CH:12]=[CH:11][C:10]=2/[CH:15]=[CH:16]/[C:17]([OH:19])=O)=[CH:4][CH:3]=1.[NH2:20][CH2:21][CH2:22][CH2:23][CH2:24][OH:25], predict the reaction product. The product is: [OH:25][CH2:24][CH2:23][CH2:22][CH2:21][NH:20][C:17](=[O:19])/[CH:16]=[CH:15]/[C:10]1[CH:11]=[CH:12][CH:13]=[CH:14][C:9]=1[S:8][C:5]1[CH:4]=[CH:3][C:2]([CH3:1])=[CH:7][CH:6]=1. (2) Given the reactants [C:1]([O:5][C:6]([N:8]1[C@H:14]([CH2:15]O)[CH2:13][CH2:12][C@@H:11]2[C@H:9]1[CH2:10]2)=[O:7])([CH3:4])([CH3:3])[CH3:2].[C:17]1(=[O:27])[NH:21][C:20](=[O:22])[C:19]2=[CH:23][CH:24]=[CH:25][CH:26]=[C:18]12.C1(P(C2C=CC=CC=2)C2C=CC=CC=2)C=CC=CC=1.CCOC(/N=N/C(OCC)=O)=O.C1(C)C=CC=CC=1, predict the reaction product. The product is: [C:1]([O:5][C:6]([N:8]1[C@H:14]([CH2:15][N:21]2[C:17](=[O:27])[C:18]3[C:19](=[CH:23][CH:24]=[CH:25][CH:26]=3)[C:20]2=[O:22])[CH2:13][CH2:12][C@@H:11]2[C@H:9]1[CH2:10]2)=[O:7])([CH3:2])([CH3:3])[CH3:4]. (3) The product is: [CH:21]1([C:2]2[C:11]3[CH2:10][CH2:9][CH2:8][CH2:7][C:6]=3[CH:5]=[CH:4][C:3]=2[O:12][C:13](=[O:20])[C:14]2[CH:19]=[CH:18][CH:17]=[CH:16][CH:15]=2)[CH2:23][CH2:22]1. Given the reactants Br[C:2]1[C:11]2[CH2:10][CH2:9][CH2:8][CH2:7][C:6]=2[CH:5]=[CH:4][C:3]=1[O:12][C:13](=[O:20])[C:14]1[CH:19]=[CH:18][CH:17]=[CH:16][CH:15]=1.[CH:21]1(B(O)O)[CH2:23][CH2:22]1.[F-].[Cs+], predict the reaction product. (4) Given the reactants [CH3:1][CH:2]([CH3:29])[C:3]([NH:5][C:6]1[CH:11]=[CH:10][CH:9]=[C:8]([CH:12]2[CH2:17][CH2:16][N:15]([CH2:18][CH2:19][CH2:20][C:21](=O)[C:22]3[CH:27]=[CH:26][CH:25]=[CH:24][CH:23]=3)[CH2:14][CH2:13]2)[CH:7]=1)=[O:4].Cl.[CH3:31][C:32]1[CH:37]=[CH:36][CH:35]=[CH:34][C:33]=1[NH:38]N, predict the reaction product. The product is: [CH3:1][CH:2]([CH3:29])[C:3]([NH:5][C:6]1[CH:11]=[CH:10][CH:9]=[C:8]([CH:12]2[CH2:17][CH2:16][N:15]([CH2:18][CH2:19][C:20]3[C:34]4[C:33](=[C:32]([CH3:31])[CH:37]=[CH:36][CH:35]=4)[NH:38][C:21]=3[C:22]3[CH:27]=[CH:26][CH:25]=[CH:24][CH:23]=3)[CH2:14][CH2:13]2)[CH:7]=1)=[O:4]. (5) Given the reactants Cl.[NH2:2][CH2:3][C:4]([C:6]1[CH:11]=[CH:10][CH:9]=[C:8]([C:12]([F:15])([F:14])[F:13])[CH:7]=1)=[O:5].[CH2:16]([O:23][C:24]([NH:26][CH2:27][CH:28]1[CH2:33][CH2:32][CH:31]([C:34](O)=[O:35])[CH2:30][CH2:29]1)=[O:25])[C:17]1[CH:22]=[CH:21][CH:20]=[CH:19][CH:18]=1.F[P-](F)(F)(F)(F)F.N1(O[P+](N(C)C)(N(C)C)N(C)C)C2C=CC=CC=2N=N1.C(N(CC)CC)C, predict the reaction product. The product is: [CH2:16]([O:23][C:24](=[O:25])[NH:26][CH2:27][CH:28]1[CH2:33][CH2:32][CH:31]([C:34](=[O:35])[NH:2][CH2:3][C:4](=[O:5])[C:6]2[CH:11]=[CH:10][CH:9]=[C:8]([C:12]([F:13])([F:14])[F:15])[CH:7]=2)[CH2:30][CH2:29]1)[C:17]1[CH:22]=[CH:21][CH:20]=[CH:19][CH:18]=1.